This data is from Reaction yield outcomes from USPTO patents with 853,638 reactions. The task is: Predict the reaction yield, written as a fraction of the theoretical maximum amount of product (1.0 means a 100% yield; for example, 0.34 means a 34% yield). (1) The reactants are Br[C:2]1[CH:3]=[N:4][CH:5]=[CH:6][CH:7]=1.[CH2:8]([NH2:14])[CH2:9][CH2:10][CH2:11][CH2:12][CH3:13]. No catalyst specified. The product is [CH2:8]([NH:14][C:2]1[CH:3]=[N:4][CH:5]=[CH:6][CH:7]=1)[CH2:9][CH2:10][CH2:11][CH2:12][CH3:13]. The yield is 0.820. (2) The product is [C:25](=[C:14]([C:15]1[CH:20]=[CH:19][C:18]([N+:21]([O-:23])=[O:22])=[CH:17][CH:16]=1)[CH:10]([C:4]1[CH:5]=[CH:6][C:7]([O:8][CH3:9])=[C:2]([NH2:1])[CH:3]=1)[C:11]([OH:13])=[O:12])=[O:26]. The catalyst is CC(C)=O.O. The yield is 0.970. The reactants are [NH2:1][C:2]1[CH:3]=[C:4]([CH:10]([CH2:14][C:15]2[CH:20]=[CH:19][C:18]([N+:21]([O-:23])=[O:22])=[CH:17][CH:16]=2)[C:11]([OH:13])=[O:12])[CH:5]=[CH:6][C:7]=1[O:8][CH3:9].Cl[C:25](OCC1C2C=CC=CC=2C2C1=CC=CC=2)=[O:26].ClCCl. (3) The reactants are [F:1][C:2]1[CH:35]=[C:34]([F:36])[C:33]([F:37])=[CH:32][C:3]=1[CH2:4][O:5][CH2:6][C@@H:7]1[CH2:11][C@@H:10]([S:12][C:13]([C:26]2[CH:31]=[CH:30][CH:29]=[CH:28][CH:27]=2)([C:20]2[CH:25]=[CH:24][CH:23]=[CH:22][CH:21]=2)[C:14]2[CH:19]=[CH:18][CH:17]=[CH:16][CH:15]=2)[CH2:9][NH:8]1.ClC1C=C(Cl)C=C(Cl)C=1[O:47][S:48](=O)(=[O:50])[NH2:49].C(N(CC)CC)C. The catalyst is C(Cl)Cl. The product is [F:1][C:2]1[CH:35]=[C:34]([F:36])[C:33]([F:37])=[CH:32][C:3]=1[CH2:4][O:5][CH2:6][C@@H:7]1[CH2:11][C@@H:10]([S:12][C:13]([C:20]2[CH:25]=[CH:24][CH:23]=[CH:22][CH:21]=2)([C:14]2[CH:15]=[CH:16][CH:17]=[CH:18][CH:19]=2)[C:26]2[CH:27]=[CH:28][CH:29]=[CH:30][CH:31]=2)[CH2:9][N:8]1[S:48]([NH2:49])(=[O:50])=[O:47]. The yield is 0.440. (4) The reactants are [C:1]([O:5][C:6]([N:8]1[CH2:12][CH2:11][CH:10]([CH2:13][C:14]([OH:16])=O)[CH2:9]1)=[O:7])([CH3:4])([CH3:3])[CH3:2].[CH:17]([C:20]1[CH:25]=[CH:24][C:23]([NH2:26])=[CH:22][CH:21]=1)([CH3:19])[CH3:18].C1C=CC2N(O)N=NC=2C=1.CN(C(ON1N=NC2C=CC=CC1=2)=[N+](C)C)C.F[P-](F)(F)(F)(F)F.CCN(C(C)C)C(C)C. The catalyst is C1COCC1. The product is [C:1]([O:5][C:6]([N:8]1[CH2:12][CH2:11][CH:10]([CH2:13][C:14](=[O:16])[NH:26][C:23]2[CH:24]=[CH:25][C:20]([CH:17]([CH3:19])[CH3:18])=[CH:21][CH:22]=2)[CH2:9]1)=[O:7])([CH3:2])([CH3:3])[CH3:4]. The yield is 0.560. (5) The reactants are [NH:1]([C:64]([CH3:66])=[O:65])[C@H:2]([C:18]([NH:20][C@H:21]([C:26]([N:28]1[CH2:63][CH2:62][CH2:61][C@H:29]1[C:30]([NH:32][C@H:33]([C:58](O)=[O:59])[CH2:34][CH2:35][CH2:36][NH:37][C:38](=[NH:57])[NH:39][S:40]([C:43]1[C:55]([CH3:56])=[C:54]2[C:48]([O:49][C:50]([CH2:53]2)([CH3:52])[CH3:51])=[C:46]([CH3:47])[C:44]=1[CH3:45])(=[O:42])=[O:41])=[O:31])=[O:27])[CH2:22][CH:23]([CH3:25])[CH3:24])=[O:19])[CH2:3][C:4]1[CH:9]=[CH:8][C:7]([O:10][CH2:11][C:12]2[CH:17]=[CH:16][CH:15]=[CH:14][CH:13]=2)=[CH:6][CH:5]=1.Cl.[CH3:68][O:69][C:70](=[O:76])[C@@H:71]1[CH2:75][CH2:74][CH2:73][NH:72]1.F[P-](F)(F)(F)(F)F.N1(O[P+](N(C)C)(N(C)C)N(C)C)C2C=CC=CC=2N=N1.CCN(C(C)C)C(C)C. The catalyst is CN(C=O)C. The product is [NH:1]([C:64]([CH3:66])=[O:65])[C@H:2]([C:18]([NH:20][C@H:21]([C:26]([N:28]1[CH2:63][CH2:62][CH2:61][C@H:29]1[C:30]([NH:32][C@H:33]([C:58]([N:72]1[CH2:73][CH2:74][CH2:75][C@H:71]1[C:70]([O:69][CH3:68])=[O:76])=[O:59])[CH2:34][CH2:35][CH2:36][NH:37][C:38](=[NH:57])[NH:39][S:40]([C:43]1[C:55]([CH3:56])=[C:54]2[C:48]([O:49][C:50]([CH2:53]2)([CH3:52])[CH3:51])=[C:46]([CH3:47])[C:44]=1[CH3:45])(=[O:42])=[O:41])=[O:31])=[O:27])[CH2:22][CH:23]([CH3:24])[CH3:25])=[O:19])[CH2:3][C:4]1[CH:5]=[CH:6][C:7]([O:10][CH2:11][C:12]2[CH:13]=[CH:14][CH:15]=[CH:16][CH:17]=2)=[CH:8][CH:9]=1. The yield is 0.880. (6) The reactants are [CH3:1][C:2]1[N:3]([C:8]2[CH:12]=[CH:11][N:10]([CH3:13])[N:9]=2)[C:4]([CH3:7])=[CH:5][CH:6]=1.C([Li])CCC.Br[CH2:20][CH:21]=[C:22]([CH3:24])[CH3:23].[Cl-].[NH4+]. The catalyst is O1CCCC1.C(OCC)(=O)C. The product is [CH3:7][C:4]1[N:3]([C:8]2[CH:12]=[C:11]([CH2:20][CH:21]=[C:22]([CH3:24])[CH3:23])[N:10]([CH3:13])[N:9]=2)[C:2]([CH3:1])=[CH:6][CH:5]=1. The yield is 0.620.